Dataset: Forward reaction prediction with 1.9M reactions from USPTO patents (1976-2016). Task: Predict the product of the given reaction. (1) The product is: [CH2:2]1[C:6]2([CH2:7][CH2:8][CH:9]([N:12]3[C:17]([CH:16]=[O:15])=[CH:18][CH:19]=[N:13]3)[CH2:10][CH2:11]2)[CH2:5][CH2:4][CH2:3]1. Given the reactants Cl.[CH2:2]1[C:6]2([CH2:11][CH2:10][CH:9]([NH:12][NH2:13])[CH2:8][CH2:7]2)[CH2:5][CH2:4][CH2:3]1.C[O:15][CH:16](OC)[C:17](=O)/[CH:18]=[CH:19]/N(C)C, predict the reaction product. (2) Given the reactants C(OC([N:8]1[CH2:13][CH2:12][CH:11]([O:14][N:15]=[C:16]2[CH2:21][CH2:20][N:19]([C:22]3[CH:27]=[C:26]([F:28])[C:25]([Br:29])=[CH:24][C:23]=3[F:30])[CH2:18][CH2:17]2)[CH2:10][CH2:9]1)=O)(C)(C)C, predict the reaction product. The product is: [NH:8]1[CH2:13][CH2:12][CH:11]([O:14][N:15]=[C:16]2[CH2:21][CH2:20][N:19]([C:22]3[CH:27]=[C:26]([F:28])[C:25]([Br:29])=[CH:24][C:23]=3[F:30])[CH2:18][CH2:17]2)[CH2:10][CH2:9]1. (3) Given the reactants NC1N=C2C(C3C=CC=C(C(F)(F)F)C=3)=C(C)C(C3N(C4C=CC(C#N)=CC=4)N=CC=3)=CN2N=1.C(N=C=O)C.ClC[CH2:42][CH2:43][NH:44][C:45]([NH:47][C:48]1[N:80]=[C:51]2[C:52]([C:70]3[CH:75]=[CH:74][CH:73]=[C:72]([C:76]([F:79])([F:78])[F:77])[CH:71]=3)=[C:53]([CH3:69])[C:54]([C:56]3[N:57]([C:61]4[CH:66]=[CH:65][C:64]([C:67]#[N:68])=[CH:63][CH:62]=4)[N:58]=[CH:59][CH:60]=3)=[CH:55][N:50]2[N:49]=1)=[O:46], predict the reaction product. The product is: [C:67]([C:64]1[CH:63]=[CH:62][C:61]([N:57]2[C:56]([C:54]3[C:53]([CH3:69])=[C:52]([C:70]4[CH:75]=[CH:74][CH:73]=[C:72]([C:76]([F:79])([F:78])[F:77])[CH:71]=4)[C:51]4[N:50]([N:49]=[C:48]([NH:47][C:45]([NH:44][CH2:43][CH3:42])=[O:46])[N:80]=4)[CH:55]=3)=[CH:60][CH:59]=[N:58]2)=[CH:66][CH:65]=1)#[N:68]. (4) Given the reactants [N+:1]([C:4]1[CH:12]=[CH:11][CH:10]=[CH:9][C:5]=1[C:6]([OH:8])=O)([O-:3])=[O:2].C(Cl)(=O)C(Cl)=O.[NH2:19][C:20]1[CH:30]=[CH:29][CH:28]=[CH:27][C:21]=1[C:22]([O:24][CH2:25][CH3:26])=[O:23].N1C=CC=CC=1, predict the reaction product. The product is: [N+:1]([C:4]1[CH:12]=[CH:11][CH:10]=[CH:9][C:5]=1[C:6]([NH:19][C:20]1[CH:30]=[CH:29][CH:28]=[CH:27][C:21]=1[C:22]([O:24][CH2:25][CH3:26])=[O:23])=[O:8])([O-:3])=[O:2].